From a dataset of CYP2D6 inhibition data for predicting drug metabolism from PubChem BioAssay. Regression/Classification. Given a drug SMILES string, predict its absorption, distribution, metabolism, or excretion properties. Task type varies by dataset: regression for continuous measurements (e.g., permeability, clearance, half-life) or binary classification for categorical outcomes (e.g., BBB penetration, CYP inhibition). Dataset: cyp2d6_veith. The molecule is Cc1nc(-c2ccccc2)c(Cc2ccccc2O)c(=O)[nH]1. The result is 0 (non-inhibitor).